This data is from Forward reaction prediction with 1.9M reactions from USPTO patents (1976-2016). The task is: Predict the product of the given reaction. The product is: [F:1][C:2]1[CH:11]=[C:10]2[C:5]([CH:6]=[CH:7][CH:8]=[N:9]2)=[CH:4][C:3]=1[CH:12]([OH:25])[C:13]1[N:17]2[N:18]=[C:19](/[C:22](=[N:27]/[NH:28][C:29]([NH2:31])=[O:30])/[CH3:23])[CH:20]=[CH:21][C:16]2=[N:15][CH:14]=1. Given the reactants [F:1][C:2]1[CH:11]=[C:10]2[C:5]([CH:6]=[CH:7][CH:8]=[N:9]2)=[CH:4][C:3]=1[CH:12]([OH:25])[C:13]1[N:17]2[N:18]=[C:19]([C:22](=O)[CH3:23])[CH:20]=[CH:21][C:16]2=[N:15][CH:14]=1.Cl.[NH2:27][NH:28][C:29]([NH2:31])=[O:30].C(N(CC)CC)C, predict the reaction product.